Dataset: Full USPTO retrosynthesis dataset with 1.9M reactions from patents (1976-2016). Task: Predict the reactants needed to synthesize the given product. (1) Given the product [C:18]([O:17][C:15](=[O:16])[NH:7][C:6]1[CH:8]=[CH:9][C:3]([O:2][CH3:1])=[CH:4][C:5]=1[N+:10]([O-:12])=[O:11])([CH3:21])([CH3:20])[CH3:19], predict the reactants needed to synthesize it. The reactants are: [CH3:1][O:2][C:3]1[CH:9]=[CH:8][C:6]([NH2:7])=[C:5]([N+:10]([O-:12])=[O:11])[CH:4]=1.[H-].[Na+].[C:15](O[C:15]([O:17][C:18]([CH3:21])([CH3:20])[CH3:19])=[O:16])([O:17][C:18]([CH3:21])([CH3:20])[CH3:19])=[O:16].Cl. (2) Given the product [O:24]=[C:23]1[NH:22][N:21]=[C:20]([CH2:25][CH2:26][CH3:27])/[C:19]/1=[C:11]1/[NH:12][C:13]2[C:18]([C:9]([S:8][C:5]3[CH:4]=[CH:3][C:2]([NH:1][C:31]([CH:28]4[CH2:30][CH2:29]4)=[O:32])=[CH:7][CH:6]=3)=[CH:10]/1)=[CH:17][CH:16]=[CH:15][CH:14]=2, predict the reactants needed to synthesize it. The reactants are: [NH2:1][C:2]1[CH:7]=[CH:6][C:5]([S:8][C:9]2[C:18]3[C:13](=[CH:14][CH:15]=[CH:16][CH:17]=3)[NH:12]/[C:11](=[C:19]3/[C:20]([CH2:25][CH2:26][CH3:27])=[N:21][NH:22][C:23]/3=[O:24])/[CH:10]=2)=[CH:4][CH:3]=1.[CH:28]1([C:31](Cl)=[O:32])[CH2:30][CH2:29]1. (3) Given the product [Cl:3][C:4]1[C:12]2[N:11]=[C:10]3[N:13]([C:17]4[CH:22]=[CH:21][C:20]([Cl:23])=[CH:19][C:18]=4[Cl:24])[CH2:14][CH2:15][CH2:16][N:9]3[C:8]=2[C:7]([C:25]([CH3:29])([CH3:28])[CH2:26][OH:27])=[CH:6][CH:5]=1, predict the reactants needed to synthesize it. The reactants are: [BH4-].[Na+].[Cl:3][C:4]1[C:12]2[N:11]=[C:10]3[N:13]([C:17]4[CH:22]=[CH:21][C:20]([Cl:23])=[CH:19][C:18]=4[Cl:24])[CH2:14][CH2:15][CH2:16][N:9]3[C:8]=2[C:7]([C:25]([CH3:29])([CH3:28])[CH:26]=[O:27])=[CH:6][CH:5]=1. (4) Given the product [NH2:1][C:2]1[N:3]=[CH:4][C:5]2[NH:26][C:10](=[O:12])[C@H:9]([CH3:14])[N:8]([CH2:15][C:16]3[C:21]([CH3:22])=[C:20]([O:23][CH3:24])[C:19]([CH3:25])=[CH:18][N:17]=3)[C:6]=2[N:7]=1, predict the reactants needed to synthesize it. The reactants are: [NH2:1][C:2]1[N:7]=[C:6]([N:8]([CH2:15][C:16]2[C:21]([CH3:22])=[C:20]([O:23][CH3:24])[C:19]([CH3:25])=[CH:18][N:17]=2)[C@@H:9]([CH3:14])[C:10]([O:12]C)=O)[C:5]([N+:26]([O-])=O)=[CH:4][N:3]=1. (5) Given the product [NH2:11][C:4]1[N:3]=[C:2]([Cl:1])[N:10]=[C:9]2[C:5]=1[N:6]=[CH:7][N:8]2[CH2:19][C:20]1[CH:21]=[C:22]([CH:27]=[CH:28][CH:29]=1)[C:23]([O:25][CH3:26])=[O:24], predict the reactants needed to synthesize it. The reactants are: [Cl:1][C:2]1[N:10]=[C:9]2[C:5]([NH:6][CH:7]=[N:8]2)=[C:4]([NH2:11])[N:3]=1.C(=O)([O-])[O-].[K+].[K+].Br[CH2:19][C:20]1[CH:21]=[C:22]([CH:27]=[CH:28][CH:29]=1)[C:23]([O:25][CH3:26])=[O:24]. (6) Given the product [NH2:8][CH2:9][CH:10]1[O:14][B:13]([OH:15])[C:12]2[C:16]([O:20][CH2:21][CH2:22][CH2:23][N:24]3[CH2:29][CH2:28][N:27]([C:30]4[CH:39]=[C:38]5[C:33]([C:34](=[O:46])[C:35]([C:43]([OH:45])=[O:44])=[CH:36][N:37]5[CH:40]5[CH2:42][CH2:41]5)=[CH:32][C:31]=4[F:47])[CH2:26][CH2:25]3)=[CH:17][CH:18]=[CH:19][C:11]1=2, predict the reactants needed to synthesize it. The reactants are: C(OC([NH:8][CH2:9][CH:10]1[O:14][B:13]([OH:15])[C:12]2[C:16]([O:20][CH2:21][CH2:22][CH2:23][N:24]3[CH2:29][CH2:28][N:27]([C:30]4[CH:39]=[C:38]5[C:33]([C:34](=[O:46])[C:35]([C:43]([OH:45])=[O:44])=[CH:36][N:37]5[CH:40]5[CH2:42][CH2:41]5)=[CH:32][C:31]=4[F:47])[CH2:26][CH2:25]3)=[CH:17][CH:18]=[CH:19][C:11]1=2)=O)(C)(C)C.Cl. (7) Given the product [O:6]=[C:1]1[CH2:5][CH2:4][CH:3]([N:11]2[C:7](=[O:17])[C:8]3[C:9](=[CH:13][CH:14]=[CH:15][CH:16]=3)[C:10]2=[O:12])[CH2:2]1, predict the reactants needed to synthesize it. The reactants are: [C:1]1(=[O:6])[CH2:5][CH2:4][CH:3]=[CH:2]1.[C:7]1(=[O:17])[NH:11][C:10](=[O:12])[C:9]2=[CH:13][CH:14]=[CH:15][CH:16]=[C:8]12.C(=O)([O-])[O-].[Na+].[Na+]. (8) Given the product [CH3:10][N:11]([C:21]1[CH:22]=[CH:23][C:24]([NH:27][C:28]([NH:30][C:31]2[CH:36]=[CH:35][CH:34]=[CH:33][CH:32]=2)=[O:29])=[CH:25][CH:26]=1)[S:12]([C:15]1[S:16][C:17]([C:4]2[CH:5]=[CH:6][N:1]=[CH:2][CH:3]=2)=[CH:18][CH:19]=1)(=[O:14])=[O:13], predict the reactants needed to synthesize it. The reactants are: [N:1]1[CH:6]=[CH:5][C:4](B(O)O)=[CH:3][CH:2]=1.[CH3:10][N:11]([C:21]1[CH:26]=[CH:25][C:24]([NH:27][C:28]([NH:30][C:31]2[CH:36]=[CH:35][CH:34]=[CH:33][CH:32]=2)=[O:29])=[CH:23][CH:22]=1)[S:12]([C:15]1[S:16][C:17](Br)=[CH:18][CH:19]=1)(=[O:14])=[O:13].C([O-])([O-])=O.[Na+].[Na+]. (9) Given the product [CH3:21][C:15]1[CH:16]=[CH:17][C:18]([CH3:20])=[CH:19][C:14]=1[O:13][C:6]1[CH:5]=[CH:4][C:3]([C:1]#[N:2])=[CH:8][C:7]=1[S:9]([N:22]1[CH2:27][CH2:26][NH:25][CH2:24][CH2:23]1)(=[O:11])=[O:10], predict the reactants needed to synthesize it. The reactants are: [C:1]([C:3]1[CH:4]=[CH:5][C:6]([O:13][C:14]2[CH:19]=[C:18]([CH3:20])[CH:17]=[CH:16][C:15]=2[CH3:21])=[C:7]([S:9](Cl)(=[O:11])=[O:10])[CH:8]=1)#[N:2].[NH:22]1[CH2:27][CH2:26][NH:25][CH2:24][CH2:23]1.CCOC(C)=O.O. (10) Given the product [F:43][C:42]([F:44])([F:45])[C:38]1[CH:37]=[C:36]([NH:33][C:34](=[O:35])[NH:1][C:2]2[CH:32]=[CH:31][C:5]([C:6]([C:8]3[CH:17]=[C:16]4[C:11]([N:12]=[CH:13][C:14]([CH:18]5[CH2:23][CH2:22][N:21]([C:24]([O:26][C:27]([CH3:28])([CH3:29])[CH3:30])=[O:25])[CH2:20][CH2:19]5)=[N:15]4)=[CH:10][CH:9]=3)=[O:7])=[CH:4][CH:3]=2)[CH:41]=[CH:40][CH:39]=1, predict the reactants needed to synthesize it. The reactants are: [NH2:1][C:2]1[CH:32]=[CH:31][C:5]([C:6]([C:8]2[CH:17]=[C:16]3[C:11]([N:12]=[CH:13][C:14]([CH:18]4[CH2:23][CH2:22][N:21]([C:24]([O:26][C:27]([CH3:30])([CH3:29])[CH3:28])=[O:25])[CH2:20][CH2:19]4)=[N:15]3)=[CH:10][CH:9]=2)=[O:7])=[CH:4][CH:3]=1.[N:33]([C:36]1[CH:41]=[CH:40][CH:39]=[C:38]([C:42]([F:45])([F:44])[F:43])[CH:37]=1)=[C:34]=[O:35].